From a dataset of Peptide-MHC class I binding affinity with 185,985 pairs from IEDB/IMGT. Regression. Given a peptide amino acid sequence and an MHC pseudo amino acid sequence, predict their binding affinity value. This is MHC class I binding data. (1) The peptide sequence is EELRKRLRL. The MHC is Mamu-A11 with pseudo-sequence Mamu-A11. The binding affinity (normalized) is 0.164. (2) The peptide sequence is RGFAAPQFSL. The MHC is Mamu-B8301 with pseudo-sequence Mamu-B8301. The binding affinity (normalized) is 0.420.